From a dataset of Forward reaction prediction with 1.9M reactions from USPTO patents (1976-2016). Predict the product of the given reaction. (1) The product is: [CH3:1][O:2][C:3](=[O:26])[CH2:4][C:5]1[C:14]([CH3:15])=[C:13]([C:28]2[CH:29]=[CH:30][C:31]([S:34][C:35]3[CH:40]=[C:39]([F:41])[CH:38]=[C:37]([F:42])[CH:36]=3)=[CH:32][CH:33]=2)[C:12]2[C:7](=[CH:8][CH:9]=[C:10]([F:25])[CH:11]=2)[CH:6]=1. Given the reactants [CH3:1][O:2][C:3](=[O:26])[CH2:4][C:5]1[C:14]([CH3:15])=[C:13](B2OC(C)(C)C(C)(C)O2)[C:12]2[C:7](=[CH:8][CH:9]=[C:10]([F:25])[CH:11]=2)[CH:6]=1.Br[C:28]1[CH:33]=[CH:32][C:31]([S:34][C:35]2[CH:40]=[C:39]([F:41])[CH:38]=[C:37]([F:42])[CH:36]=2)=[CH:30][CH:29]=1.C(=O)(O)[O-].[Na+].O, predict the reaction product. (2) The product is: [F:1][C:2]1[CH:3]=[C:4]2[C:9](=[CH:10][CH:11]=1)[C@H:8]([CH:12]([CH3:13])[CH3:14])[C@@:7]([O:15][C:43](=[O:47])[CH:44]([CH3:46])[CH3:45])([CH2:16][CH2:17][N:18]([CH2:20][CH2:21][CH2:22][N:23]([CH2:33][CH2:34][F:35])[CH2:24][C:25]([CH2:26][O:27][CH3:28])([CH3:29])[CH2:30][O:31][CH3:32])[CH3:19])[CH2:6][CH2:5]2. Given the reactants [F:1][C:2]1[CH:3]=[C:4]2[C:9](=[CH:10][CH:11]=1)[C@H:8]([CH:12]([CH3:14])[CH3:13])[C@:7]([CH2:16][CH2:17][N:18]([CH2:20][CH2:21][CH2:22][N:23]([CH2:33][CH2:34][F:35])[CH2:24][C:25]([CH2:30][O:31][CH3:32])([CH3:29])[CH2:26][O:27][CH3:28])[CH3:19])([OH:15])[CH2:6][CH2:5]2.CCN(CC)CC.[C:43](Cl)(=[O:47])[CH:44]([CH3:46])[CH3:45], predict the reaction product.